From a dataset of Forward reaction prediction with 1.9M reactions from USPTO patents (1976-2016). Predict the product of the given reaction. (1) The product is: [N:31]1([CH2:18][C:17]2[CH:20]=[CH:21][CH:22]=[CH:23][C:16]=2[O:15][C:14]2[CH:13]=[CH:12][C:11]([C:10]3[C:3]4[C:2]([NH2:1])=[N:7][CH:6]=[N:5][C:4]=4[N:8]([CH:26]4[CH2:30][CH2:29][O:28][CH2:27]4)[CH:9]=3)=[CH:25][CH:24]=2)[CH2:36][CH2:35][CH2:34][CH2:33][CH2:32]1. Given the reactants [NH2:1][C:2]1[C:3]2[C:10]([C:11]3[CH:25]=[CH:24][C:14]([O:15][C:16]4[CH:23]=[CH:22][CH:21]=[CH:20][C:17]=4[CH:18]=O)=[CH:13][CH:12]=3)=[CH:9][N:8]([CH:26]3[CH2:30][CH2:29][O:28][CH2:27]3)[C:4]=2[N:5]=[CH:6][N:7]=1.[NH:31]1[CH2:36][CH2:35][CH2:34][CH2:33][CH2:32]1, predict the reaction product. (2) Given the reactants [F:1][C:2]1[CH:7]=[CH:6][C:5]([CH:8]2[CH2:13][CH2:12][N:11]([C:14]3[C:19]([C:20]#[N:21])=[C:18]([O:22][CH2:23][C:24]([F:27])([F:26])[F:25])[N:17]=[C:16](SC)[N:15]=3)[CH2:10][CH2:9]2)=[CH:4][CH:3]=1.ClC1C=CC=C(C(OO)=O)C=1.FC1C=CC(C2CCN(C3C(C#N)=C(OCC(F)(F)F)N=C(S(C)(=O)=O)N=3)CC2)=CC=1.[N:72]1[CH:77]=[CH:76][CH:75]=[C:74]([CH2:78][NH2:79])[CH:73]=1, predict the reaction product. The product is: [F:1][C:2]1[CH:7]=[CH:6][C:5]([CH:8]2[CH2:13][CH2:12][N:11]([C:14]3[C:19]([C:20]#[N:21])=[C:18]([O:22][CH2:23][C:24]([F:27])([F:26])[F:25])[N:17]=[C:16]([NH:79][CH2:78][C:74]4[CH:73]=[N:72][CH:77]=[CH:76][CH:75]=4)[N:15]=3)[CH2:10][CH2:9]2)=[CH:4][CH:3]=1. (3) Given the reactants [CH:1]1[N:6]=[C:5](Cl)[C:4]2[N:8]=[CH:9][N:10]([C@@H:11]3[O:15][C@H:14]([CH2:16][OH:17])[C@@H:13]([OH:18])[C@H:12]3[OH:19])[C:3]=2[N:2]=1.Cl.[C:21]1([CH2:37][NH2:38])[C:34]2[C:35]3=[C:36]4[C:31](=[CH:32][CH:33]=2)[CH:30]=[CH:29][CH:28]=[C:27]4[CH:26]=[CH:25][C:24]3=[CH:23][CH:22]=1.C(N(C(C)C)CC)(C)C, predict the reaction product. The product is: [C:21]1([CH2:37][NH:38][C:5]2[C:4]3[N:8]=[CH:9][N:10]([C:3]=3[N:2]=[CH:1][N:6]=2)[C@@H:11]2[O:15][C@H:14]([CH2:16][OH:17])[C@@H:13]([OH:18])[C@H:12]2[OH:19])[C:34]2[C:35]3=[C:36]4[C:31](=[CH:32][CH:33]=2)[CH:30]=[CH:29][CH:28]=[C:27]4[CH:26]=[CH:25][C:24]3=[CH:23][CH:22]=1. (4) Given the reactants [F:1][C:2]([F:21])([F:20])[C:3]1[CH:4]=[C:5]([C@H:13]2[O:17][C:16](=[O:18])[NH:15][C@H:14]2[CH3:19])[CH:6]=[C:7]([C:9]([F:12])([F:11])[F:10])[CH:8]=1.C[Si]([N-][Si](C)(C)C)(C)C.[Na+].CS(O[CH2:37][C:38]1[C:43]([Br:44])=[CH:42][N:41]=[C:40]([Cl:45])[CH:39]=1)(=O)=O, predict the reaction product. The product is: [F:21][C:2]([F:1])([F:20])[C:3]1[CH:4]=[C:5]([C@H:13]2[O:17][C:16](=[O:18])[N:15]([CH2:37][C:38]3[C:43]([Br:44])=[CH:42][N:41]=[C:40]([Cl:45])[CH:39]=3)[C@H:14]2[CH3:19])[CH:6]=[C:7]([C:9]([F:10])([F:11])[F:12])[CH:8]=1. (5) Given the reactants [C:1]([O:5][C:6](=[O:20])[CH2:7][O:8][C:9]1[C:18]2[CH2:17][CH2:16][CH2:15][C@@H:14]([NH2:19])[C:13]=2[CH:12]=[CH:11][CH:10]=1)([CH3:4])([CH3:3])[CH3:2].C(N(CC)CC)C.[CH3:28][C:29]1[CH:34]=[CH:33][C:32]([C:35]2[CH:40]=[CH:39][C:38]([S:41](Cl)(=[O:43])=[O:42])=[CH:37][CH:36]=2)=[CH:31][CH:30]=1, predict the reaction product. The product is: [C:1]([O:5][C:6](=[O:20])[CH2:7][O:8][C:9]1[C:18]2[CH2:17][CH2:16][CH2:15][C@@H:14]([NH:19][S:41]([C:38]3[CH:37]=[CH:36][C:35]([C:32]4[CH:33]=[CH:34][C:29]([CH3:28])=[CH:30][CH:31]=4)=[CH:40][CH:39]=3)(=[O:43])=[O:42])[C:13]=2[CH:12]=[CH:11][CH:10]=1)([CH3:4])([CH3:2])[CH3:3]. (6) Given the reactants [Cl:1][C:2]1[CH:3]=[C:4]2[C:9](=[C:10]([F:12])[CH:11]=1)[N:8]=[C:7](OS(C(F)(F)F)(=O)=O)[C:6]([C:21]#[N:22])=[C:5]2[C:23]1[CH:28]=[CH:27][CH:26]=[CH:25][CH:24]=1.[NH:29]1[CH2:34][CH2:33][CH2:32][CH2:31][CH2:30]1.C(=O)([O-])[O-].[K+].[K+], predict the reaction product. The product is: [Cl:1][C:2]1[CH:3]=[C:4]2[C:9](=[C:10]([F:12])[CH:11]=1)[N:8]=[C:7]([N:29]1[CH2:34][CH2:33][CH2:32][CH2:31][CH2:30]1)[C:6]([C:21]#[N:22])=[C:5]2[C:23]1[CH:28]=[CH:27][CH:26]=[CH:25][CH:24]=1. (7) Given the reactants [F:1][C:2]1[CH:3]=[C:4]([C:9]2[N:14]3[N:15]=[C:16]([CH3:19])[C:17](I)=[C:13]3[N:12]=[C:11]([N:20]3[CH2:24][CH2:23][CH2:22][C@H:21]3[CH2:25][OH:26])[CH:10]=2)[CH:5]=[CH:6][C:7]=1[F:8].[CH2:27]([O:29][C:30]1[CH:35]=[CH:34][C:33](B(O)O)=[CH:32][CH:31]=1)[CH3:28].C1(C)C=CC=CC=1.C([O-])(O)=O.[Na+], predict the reaction product. The product is: [F:1][C:2]1[CH:3]=[C:4]([C:9]2[N:14]3[N:15]=[C:16]([CH3:19])[C:17]([C:33]4[CH:34]=[CH:35][C:30]([O:29][CH2:27][CH3:28])=[CH:31][CH:32]=4)=[C:13]3[N:12]=[C:11]([N:20]3[CH2:24][CH2:23][CH2:22][C@H:21]3[CH2:25][OH:26])[CH:10]=2)[CH:5]=[CH:6][C:7]=1[F:8]. (8) The product is: [NH2:3][CH2:2][CH2:1][NH:4][C:12]1[C:13](=[O:14])[N:9]([C:5]([CH3:7])([CH3:6])[CH3:8])[S:10](=[O:23])(=[O:22])[C:11]=1[C:16]1[CH:21]=[CH:20][CH:19]=[CH:18][CH:17]=1. Given the reactants [CH2:1]([NH2:4])[CH2:2][NH2:3].[C:5]([N:9]1[C:13](=[O:14])[C:12](Cl)=[C:11]([C:16]2[CH:21]=[CH:20][CH:19]=[CH:18][CH:17]=2)[S:10]1(=[O:23])=[O:22])([CH3:8])([CH3:7])[CH3:6], predict the reaction product.